Dataset: Catalyst prediction with 721,799 reactions and 888 catalyst types from USPTO. Task: Predict which catalyst facilitates the given reaction. (1) Reactant: [NH2:1][C:2]1[C:3]([F:36])=[C:4]([C:9]2[N:10]=[C:11]([CH:33]3[CH2:35][CH2:34]3)[N:12](COCC[Si](C)(C)C)[C:13]=2[C:14]2[CH:19]=[CH:18][N:17]=[C:16]([NH:20][CH2:21][CH2:22][C:23]#[N:24])[N:15]=2)[CH:5]=[C:6]([Cl:8])[CH:7]=1.Cl. Product: [NH2:1][C:2]1[C:3]([F:36])=[C:4]([C:9]2[N:10]=[C:11]([CH:33]3[CH2:35][CH2:34]3)[NH:12][C:13]=2[C:14]2[CH:19]=[CH:18][N:17]=[C:16]([NH:20][CH2:21][CH2:22][C:23]#[N:24])[N:15]=2)[CH:5]=[C:6]([Cl:8])[CH:7]=1. The catalyst class is: 14. (2) Reactant: [NH:1]([C:30](OC(C)(C)C)=[O:31])[C@H:2]([C:18]([NH:20][C@H:21]([C:26]([O:28][CH3:29])=[O:27])[CH2:22][CH:23]([CH3:25])[CH3:24])=[O:19])[CH2:3][C:4]1[CH:9]=[CH:8][C:7]([O:10][CH2:11][C:12]2[CH:17]=[CH:16][CH:15]=[CH:14][CH:13]=2)=[CH:6][CH:5]=1.C(O)(C(F)(F)F)=O.[C:44](O)(=O)[CH2:45][CH2:46][CH2:47][CH2:48][CH2:49][CH2:50]C.F[P-](F)(F)(F)(F)F.N1(O[P+](N(C)C)(N(C)C)N(C)C)C2C=CC=CC=2N=N1.C(N(C(C)C)CC)(C)C. The catalyst class is: 2. Product: [NH:1]([C:30]([CH2:44][CH2:45][CH2:46][CH2:47][CH2:48][CH2:49][CH3:50])=[O:31])[C@H:2]([C:18]([NH:20][C@H:21]([C:26]([O:28][CH3:29])=[O:27])[CH2:22][CH:23]([CH3:25])[CH3:24])=[O:19])[CH2:3][C:4]1[CH:9]=[CH:8][C:7]([O:10][CH2:11][C:12]2[CH:17]=[CH:16][CH:15]=[CH:14][CH:13]=2)=[CH:6][CH:5]=1. (3) Reactant: [CH3:1][O:2][C:3](=[O:20])[C:4]1[CH:9]=[C:8]([CH:10]=[O:11])[C:7]([C:12]([F:15])([F:14])[F:13])=[CH:6][C:5]=1[NH:16][C:17](=[O:19])[CH3:18].[CH2:21]([Mg]Br)[CH3:22]. Product: [CH3:1][O:2][C:3](=[O:20])[C:4]1[CH:9]=[C:8]([CH:10]([OH:11])[CH2:21][CH3:22])[C:7]([C:12]([F:15])([F:14])[F:13])=[CH:6][C:5]=1[NH:16][C:17](=[O:19])[CH3:18]. The catalyst class is: 27. (4) Reactant: [Cl:1][C:2]1[CH:3]=[C:4]2[CH:10]=[C:9]([C:11]([OH:13])=O)[NH:8][C:5]2=[CH:6][N:7]=1.[C:14]1([CH2:20][C@H:21]([NH2:33])[C:22]2([C:27]3[CH:32]=[CH:31][CH:30]=[CH:29][CH:28]=3)[O:26][CH2:25][CH2:24][O:23]2)[CH:19]=[CH:18][CH:17]=[CH:16][CH:15]=1.C1C=CC2N(O)N=NC=2C=1.CCN(C(C)C)C(C)C.CCN=C=NCCCN(C)C. Product: [C:14]1([CH2:20][C@H:21]([NH:33][C:11]([C:9]2[NH:8][C:5]3=[CH:6][N:7]=[C:2]([Cl:1])[CH:3]=[C:4]3[CH:10]=2)=[O:13])[C:22]2([C:27]3[CH:28]=[CH:29][CH:30]=[CH:31][CH:32]=3)[O:26][CH2:25][CH2:24][O:23]2)[CH:15]=[CH:16][CH:17]=[CH:18][CH:19]=1. The catalyst class is: 163.